This data is from Reaction yield outcomes from USPTO patents with 853,638 reactions. The task is: Predict the reaction yield, written as a fraction of the theoretical maximum amount of product (1.0 means a 100% yield; for example, 0.34 means a 34% yield). (1) The reactants are [NH2:1][C:2]1[C:3]([NH:10][C:11]2[CH:16]=[CH:15][C:14]([I:17])=[CH:13][C:12]=2[F:18])=[CH:4][C:5](=[O:9])[N:6]([CH3:8])[CH:7]=1.[CH:19]1([S:22](Cl)(=[O:24])=[O:23])[CH2:21][CH2:20]1.Cl. The catalyst is N1C=CC=CC=1. The product is [F:18][C:12]1[CH:13]=[C:14]([I:17])[CH:15]=[CH:16][C:11]=1[NH:10][C:3]1[C:2]([NH:1][S:22]([CH:19]2[CH2:21][CH2:20]2)(=[O:24])=[O:23])=[CH:7][N:6]([CH3:8])[C:5](=[O:9])[CH:4]=1. The yield is 0.790. (2) The product is [CH3:1][C:2]1[N:6]2[C:7]3[CH:26]=[CH:25][C:24]([C:37]4[N:38]=[CH:39][C:40]([NH2:43])=[N:41][CH:42]=4)=[CH:23][C:8]=3[N:9]([C:13]3[CH:14]=[CH:15][C:16]([S:19]([CH3:22])(=[O:20])=[O:21])=[CH:17][CH:18]=3)[CH2:10][C@@H:11]([CH3:12])[C:5]2=[N:4][N:3]=1. The reactants are [CH3:1][C:2]1[N:6]2[C:7]3[CH:26]=[CH:25][C:24](B4OC(C)(C)C(C)(C)O4)=[CH:23][C:8]=3[N:9]([C:13]3[CH:18]=[CH:17][C:16]([S:19]([CH3:22])(=[O:21])=[O:20])=[CH:15][CH:14]=3)[CH2:10][C@@H:11]([CH3:12])[C:5]2=[N:4][N:3]=1.Br[C:37]1[N:38]=[CH:39][C:40]([NH2:43])=[N:41][CH:42]=1.C([O-])([O-])=O.[Cs+].[Cs+]. The catalyst is O1CCOCC1.O.C1C=CC([P]([Pd]([P](C2C=CC=CC=2)(C2C=CC=CC=2)C2C=CC=CC=2)([P](C2C=CC=CC=2)(C2C=CC=CC=2)C2C=CC=CC=2)[P](C2C=CC=CC=2)(C2C=CC=CC=2)C2C=CC=CC=2)(C2C=CC=CC=2)C2C=CC=CC=2)=CC=1. The yield is 0.280. (3) The reactants are [Cl:1][C:2]1[N:7]=[C:6](I)[C:5]([NH2:9])=[CH:4][CH:3]=1.CCN(CC)CC.[CH3:17][C:18]([CH3:22])([CH3:21])[C:19]#[CH:20].N#N. The catalyst is C1(C)C=CC=CC=1.O.Cl[Pd](Cl)([P](C1C=CC=CC=1)(C1C=CC=CC=1)C1C=CC=CC=1)[P](C1C=CC=CC=1)(C1C=CC=CC=1)C1C=CC=CC=1.[Cu]I. The product is [Cl:1][C:2]1[N:7]=[C:6]([C:20]#[C:19][C:18]([CH3:22])([CH3:21])[CH3:17])[C:5]([NH2:9])=[CH:4][CH:3]=1. The yield is 0.880. (4) The reactants are [OH-].[Na+].[Cl:3][C:4]1[CH:5]=[CH:6][C:7]([N+:12]([O-:14])=[O:13])=[C:8]([CH2:10][OH:11])[CH:9]=1.Cl[CH2:16]Cl. The catalyst is O.S([O-])(O)(=O)=O.C([N+](CCCC)(CCCC)CCCC)CCC.S(OC)(OC)(=O)=O. The product is [Cl:3][C:4]1[CH:5]=[CH:6][C:7]([N+:12]([O-:14])=[O:13])=[C:8]([CH2:10][O:11][CH3:16])[CH:9]=1. The yield is 0.720. (5) The reactants are [NH:1](C(OC(C)(C)C)=O)[CH2:2][C:3]([NH:5][CH2:6][C:7]([NH:9][C@H:10]([C:15]([OH:17])=[O:16])[CH2:11][CH:12]([CH3:14])[CH3:13])=[O:8])=[O:4].[CH3:25][N:26]1[C@@H:43]2[CH2:44][C:31]3[CH:32]=[CH:33][C:34]([O:45][CH3:46])=[C:35]4[O:36][C@H:37]5[C:38]([CH2:40][CH2:41][C@@H:42]2[C@:29]5([C:30]=34)[CH2:28][CH2:27]1)=[O:39].Cl. The catalyst is O1CCOCC1. The product is [CH3:14][CH:12]([CH2:11][C@H:10]([NH:9][C:7]([CH2:6][NH:5][C:3]([CH2:2][NH2:1])=[O:4])=[O:8])[C:15]([OH:17])=[O:16])[CH3:13].[CH3:25][N:26]1[C@@H:43]2[CH2:44][C:31]3[CH:32]=[CH:33][C:34]([O:45][CH3:46])=[C:35]4[O:36][C@H:37]5[C:38]([CH2:40][CH2:41][C@@H:42]2[C@:29]5([C:30]=34)[CH2:28][CH2:27]1)=[O:39]. The yield is 0.860. (6) The reactants are [CH3:1][N:2]1[CH:6]=[CH:5][CH:4]=[C:3]1[C:7]#[N:8].B(OC(C)C)(OC(C)C)OC(C)C.C([N-]C(C)C)(C)C.[Li+].C(=O)([O-])[O-].[Na+].[Na+].Br[C:37]1[CH:38]=[C:39]2[C:43](=[CH:44][CH:45]=1)[NH:42][C:41](=[O:46])[C:40]2([CH3:48])[CH3:47]. The catalyst is C1COCC1.O. The product is [CH3:47][C:40]1([CH3:48])[C:39]2[C:43](=[CH:44][CH:45]=[C:37]([C:6]3[N:2]([CH3:1])[C:3]([C:7]#[N:8])=[CH:4][CH:5]=3)[CH:38]=2)[NH:42][C:41]1=[O:46]. The yield is 0.0500. (7) The product is [Br:1][C:2]1[CH:3]=[CH:4][C:5](/[C:8](/[CH3:14])=[C:9](/[CH2:12][CH3:13])\[CH2:10][O:11][C:28]2[CH:27]=[CH:26][C:25]([CH2:24][C@H:18]([O:17][CH2:15][CH3:16])[C:19]([O:21][CH2:22][CH3:23])=[O:20])=[CH:30][CH:29]=2)=[CH:6][CH:7]=1. The yield is 0.810. No catalyst specified. The reactants are [Br:1][C:2]1[CH:7]=[CH:6][C:5](/[C:8](/[CH3:14])=[C:9](/[CH2:12][CH3:13])\[CH2:10][OH:11])=[CH:4][CH:3]=1.[CH2:15]([O:17][C@@H:18]([CH2:24][C:25]1[CH:30]=[CH:29][C:28](O)=[CH:27][CH:26]=1)[C:19]([O:21][CH2:22][CH3:23])=[O:20])[CH3:16]. (8) The reactants are [CH:1]([NH:4][CH:5]([CH3:7])[CH3:6])([CH3:3])C.[Li][CH2:9][CH2:10][CH2:11][CH3:12].[Li+].[CH3:14][CH:15]([N-:17]C(C)C)C.[N:21]1[C:30]2[C:25](=[CH:26][CH:27]=[CH:28][CH:29]=2)[CH:24]=[CH:23][C:22]=1[CH2:31][CH2:32][NH2:33].C1C[O:37][CH2:36]C1. The catalyst is CN(C=O)C.CCCC[N+](CCCC)(CCCC)CCCC.[I-]. The product is [N:17]1[CH:15]=[CH:14][C:11]([C:12]2[CH:3]=[CH:1][N:4]=[C:5]3[CH2:7][N:33]([CH2:32][CH2:31][C:22]4[CH:23]=[CH:24][C:25]5[C:30](=[CH:29][CH:28]=[CH:27][CH:26]=5)[N:21]=4)[C:36](=[O:37])[C:6]=23)=[CH:10][CH:9]=1. The yield is 0.0270. (9) The reactants are [F:1][C:2]1[CH:3]=[C:4]([NH2:20])[CH:5]=[CH:6][C:7]=1[O:8][C:9]1[C:10]2[S:17][C:16]([S:18][CH3:19])=[CH:15][C:11]=2[N:12]=[CH:13][N:14]=1.[C:21]1([CH2:27][C:28]([N:30]=[C:31]=[S:32])=[O:29])[CH:26]=[CH:25][CH:24]=[CH:23][CH:22]=1. The catalyst is C1COCC1. The product is [F:1][C:2]1[CH:3]=[C:4]([NH:20][C:31]([NH:30][C:28](=[O:29])[CH2:27][C:21]2[CH:22]=[CH:23][CH:24]=[CH:25][CH:26]=2)=[S:32])[CH:5]=[CH:6][C:7]=1[O:8][C:9]1[C:10]2[S:17][C:16]([S:18][CH3:19])=[CH:15][C:11]=2[N:12]=[CH:13][N:14]=1. The yield is 0.520. (10) The reactants are [C:1]([NH:5][S:6]([C:9]1[CH:18]=[CH:17][CH:16]=[C:15]([N+:19]([O-])=O)[C:10]=1[C:11]([O:13][CH3:14])=[O:12])(=[O:8])=[O:7])([CH3:4])([CH3:3])[CH3:2]. The catalyst is [Pd]. The product is [NH2:19][C:15]1[CH:16]=[CH:17][CH:18]=[C:9]([S:6]([NH:5][C:1]([CH3:4])([CH3:3])[CH3:2])(=[O:8])=[O:7])[C:10]=1[C:11]([O:13][CH3:14])=[O:12]. The yield is 0.860.